Dataset: Full USPTO retrosynthesis dataset with 1.9M reactions from patents (1976-2016). Task: Predict the reactants needed to synthesize the given product. (1) Given the product [CH3:5][CH:6]([CH3:22])[CH2:7][NH:8][C:9]1[C:18]2[C:13](=[CH:14][N:15]=[CH:16][CH:17]=2)[N:12]2[N:19]=[N:20][N:21]=[C:11]2[C:10]=1[N+:1]([O-:4])=[O:2], predict the reactants needed to synthesize it. The reactants are: [N+:1]([O-:4])(O)=[O:2].[CH3:5][CH:6]([CH3:22])[CH2:7][NH:8][C:9]1[C:18]2[C:13](=[CH:14][N:15]=[CH:16][CH:17]=2)[N:12]2[N:19]=[N:20][N:21]=[C:11]2[CH:10]=1. (2) Given the product [O:1]=[C:2]1[NH:3][CH2:4][CH2:5][N:6]([S:8]([NH2:11])(=[O:10])=[O:9])[CH2:7]1, predict the reactants needed to synthesize it. The reactants are: [O:1]=[C:2]1[CH2:7][NH:6][CH2:5][CH2:4][NH:3]1.[S:8](N)([NH2:11])(=[O:10])=[O:9]. (3) Given the product [O-:26][S:23]([C:22]([F:35])([F:34])[F:21])(=[O:25])=[O:24].[CH3:9][S+:7]([C:17]1[CH:16]=[C:15]([CH3:18])[C:14]([CH3:19])=[C:13]([CH3:20])[C:12]=1[CH3:11])[C:4]1[CH:5]=[CH:6][C:1]([CH3:10])=[CH:2][CH:3]=1, predict the reactants needed to synthesize it. The reactants are: [C:1]1([CH3:10])[CH:6]=[CH:5][C:4]([S:7]([CH3:9])=O)=[CH:3][CH:2]=1.[CH3:11][C:12]1[CH:17]=[CH:16][C:15]([CH3:18])=[C:14]([CH3:19])[C:13]=1[CH3:20].[F:21][C:22]([F:35])([F:34])[S:23]([O:26]S(C(F)(F)F)(=O)=O)(=[O:25])=[O:24]. (4) Given the product [C:1]([C:3]1[CH:8]=[C:7]([CH3:9])[CH:6]=[CH:5][C:4]=1[C:10]1[CH:11]=[C:12]([C:20]([N:29]2[CH2:30][CH2:26][CH2:27][CH2:28]2)=[O:22])[CH:13]=[C:14]([C:16]([O:18][CH3:19])=[O:17])[CH:15]=1)#[N:2], predict the reactants needed to synthesize it. The reactants are: [C:1]([C:3]1[CH:8]=[C:7]([CH3:9])[CH:6]=[CH:5][C:4]=1[C:10]1[CH:15]=[C:14]([C:16]([O:18][CH3:19])=[O:17])[CH:13]=[C:12]([C:20]([OH:22])=O)[CH:11]=1)#[N:2].Cl.CN(C)[CH2:26][CH2:27][CH2:28][N:29]=[C:30]=NCC.O.ON1C2C=CC=CC=2N=N1.N1CCCC1.C(N(CC)C(C)C)(C)C. (5) Given the product [Cl:40][C:41]1[C:42]([NH:67][C@@H:68]2[CH2:73][CH2:72][CH2:71][CH2:70][C@H:69]2[NH:74][S:75]([CH3:78])(=[O:77])=[O:76])=[N:43][C:44]([NH:47][C:48]2[C:64]([O:65][CH3:66])=[CH:63][C:51]3[CH2:52][CH2:53][N:54]([CH2:57][C:58]([NH:60][CH3:61])=[O:59])[CH2:55][CH2:56][C:50]=3[CH:49]=2)=[N:45][CH:46]=1, predict the reactants needed to synthesize it. The reactants are: NC1C(OC)=CC2CCN(CC(NC)=O)CCC=2C=1.ClC1N=C(N[C@@H]2CCCC[C@H]2NS(C)(=O)=O)C(Cl)=CN=1.[Cl:40][C:41]1[C:42]([NH:67][C@@H:68]2[CH2:73][CH2:72][CH2:71][CH2:70][C@H:69]2[NH:74][S:75]([CH3:78])(=[O:77])=[O:76])=[N:43][C:44]([NH:47][C:48]2[C:64]([O:65][CH3:66])=[CH:63][C:51]3[CH2:52][CH2:53][N:54]([CH2:57][C:58]([N:60](C)[CH3:61])=[O:59])[CH2:55][CH2:56][C:50]=3[CH:49]=2)=[N:45][CH:46]=1. (6) Given the product [CH3:1][O:2][C:3](=[O:22])[C:4]1[CH:9]=[C:8]([C:10](=[O:13])[CH2:11][CH3:12])[C:7]([C:14]([F:16])([F:15])[F:17])=[CH:6][C:5]=1[NH2:18], predict the reactants needed to synthesize it. The reactants are: [CH3:1][O:2][C:3](=[O:22])[C:4]1[CH:9]=[C:8]([C:10](=[O:13])[CH2:11][CH3:12])[C:7]([C:14]([F:17])([F:16])[F:15])=[CH:6][C:5]=1[NH:18]C(=O)C.S(=O)(=O)(O)O. (7) Given the product [F:1][C:2]1[C:3]([O:39][CH3:40])=[CH:4][C:5]([CH2:34][C:35]([F:38])([F:37])[F:36])=[C:6]([C:8]2[N:13]=[C:12]3[NH:14][N:15]=[C:16]([C:42]4[NH:43][C:44]5[CH2:49][CH2:48][NH:47][CH2:46][C:45]=5[N:57]=4)[C:11]3=[C:10]([NH:18][CH2:19][C:20]3[CH:25]=[C:24]([O:26][CH3:27])[CH:23]=[CH:22][C:21]=3[N:28]([CH3:33])[S:29]([CH3:32])(=[O:31])=[O:30])[N:9]=2)[CH:7]=1, predict the reactants needed to synthesize it. The reactants are: [F:1][C:2]1[C:3]([O:39][CH3:40])=[CH:4][C:5]([CH2:34][C:35]([F:38])([F:37])[F:36])=[C:6]([C:8]2[N:13]=[C:12]3[NH:14][N:15]=[C:16](I)[C:11]3=[C:10]([NH:18][CH2:19][C:20]3[CH:25]=[C:24]([O:26][CH3:27])[CH:23]=[CH:22][C:21]=3[N:28]([CH3:33])[S:29]([CH3:32])(=[O:31])=[O:30])[N:9]=2)[CH:7]=1.I[C:42]1[NH:43][C:44]2[CH2:49][CH2:48][N:47](C(OC(C)(C)C)=O)[CH2:46][C:45]=2[N:57]=1.Cl.